This data is from Forward reaction prediction with 1.9M reactions from USPTO patents (1976-2016). The task is: Predict the product of the given reaction. Given the reactants [N:1]1[CH:6]=[CH:5][CH:4]=[CH:3][C:2]=1[CH2:7][CH2:8][N:9]1[CH2:17][C:16]2[C:11](=[CH:12][CH:13]=[CH:14][CH:15]=2)[C:10]1=[O:18].[N+:19]([O-])([OH:21])=[O:20].C(=O)([O-])[O-].[K+].[K+], predict the reaction product. The product is: [N+:19]([C:13]1[CH:12]=[C:11]2[C:16]([CH2:17][N:9]([CH2:8][CH2:7][C:2]3[CH:3]=[CH:4][CH:5]=[CH:6][N:1]=3)[C:10]2=[O:18])=[CH:15][CH:14]=1)([O-:21])=[O:20].